Task: Predict the reactants needed to synthesize the given product.. Dataset: Full USPTO retrosynthesis dataset with 1.9M reactions from patents (1976-2016) Given the product [C:1]([C:4]1[CH:5]=[CH:6][C:7]([C:20]2[CH:25]=[CH:24][CH:23]=[CH:22][C:21]=2[F:26])=[C:8]2[C:16]=1[NH:15][C:14]1[CH:13]=[C:12]([NH:41][C:57](=[O:52])[O:51][CH2:50][C:44]3[CH:49]=[CH:48][CH:47]=[CH:46][CH:45]=3)[CH:11]=[CH:10][C:9]2=1)(=[O:3])[NH2:2], predict the reactants needed to synthesize it. The reactants are: [C:1]([C:4]1[CH:5]=[CH:6][C:7]([C:20]2[CH:25]=[CH:24][CH:23]=[CH:22][C:21]=2[F:26])=[C:8]2[C:16]=1[NH:15][C:14]1[CH:13]=[C:12](C(O)=O)[CH:11]=[CH:10][C:9]2=1)(=[O:3])[NH2:2].C1(P([N:41]=[N+]=[N-])(C2C=CC=CC=2)=O)C=CC=CC=1.[C:44]1([CH2:50][OH:51])[CH:49]=[CH:48][CH:47]=[CH:46][CH:45]=1.[O:52]1[CH2:57]COCC1.